This data is from Forward reaction prediction with 1.9M reactions from USPTO patents (1976-2016). The task is: Predict the product of the given reaction. (1) The product is: [Br:45][C:8]1[N:9]([C:28]2[C:37]3[C:32](=[CH:33][CH:34]=[CH:35][CH:36]=3)[C:31]([CH:38]3[CH2:40][CH2:39]3)=[CH:30][CH:29]=2)[C:10]([S:13][CH2:14][C:15]([NH:17][C:18]2[CH:26]=[CH:25][C:21]([C:22]([OH:24])=[O:23])=[CH:20][C:19]=2[Cl:27])=[O:16])=[N:11][N:12]=1. Given the reactants ClC(Cl)C(O)=O.N[C:8]1[N:9]([C:28]2[C:37]3[C:32](=[CH:33][CH:34]=[CH:35][CH:36]=3)[C:31]([CH:38]3[CH2:40][CH2:39]3)=[CH:30][CH:29]=2)[C:10]([S:13][CH2:14][C:15]([NH:17][C:18]2[CH:26]=[CH:25][C:21]([C:22]([OH:24])=[O:23])=[CH:20][C:19]=2[Cl:27])=[O:16])=[N:11][N:12]=1.N([O-])=O.[Na+].[Br:45]CBr, predict the reaction product. (2) Given the reactants [Cl:1][C:2]1[C:3](=[O:34])[N:4]([CH2:19][CH2:20][C:21]2[CH:26]=[CH:25][C:24]([C:27](N3C=CN=C3)=[O:28])=[CH:23][CH:22]=2)[C:5](/[CH:9]=[CH:10]/[C:11]2[CH:16]=[CH:15][CH:14]=[C:13]([O:17][CH3:18])[CH:12]=2)=[C:6]([Cl:8])[CH:7]=1.C1CCN2C(=NCCC2)CC1.[C:46]([O:49][CH2:50][CH2:51][CH2:52][S:53]([NH2:56])(=[O:55])=[O:54])(=[O:48])[CH3:47].Cl, predict the reaction product. The product is: [C:46]([O:49][CH2:50][CH2:51][CH2:52][S:53]([NH:56][C:27](=[O:28])[C:24]1[CH:25]=[CH:26][C:21]([CH2:20][CH2:19][N:4]2[C:5](/[CH:9]=[CH:10]/[C:11]3[CH:16]=[CH:15][CH:14]=[C:13]([O:17][CH3:18])[CH:12]=3)=[C:6]([Cl:8])[CH:7]=[C:2]([Cl:1])[C:3]2=[O:34])=[CH:22][CH:23]=1)(=[O:54])=[O:55])(=[O:48])[CH3:47]. (3) Given the reactants Br[C:2]1[CH:7]=[C:6]([N:8]2[CH2:12][CH2:11][C:10]([CH:15]3[CH2:17][CH2:16]3)([C:13]#[N:14])[C:9]2=[O:18])[CH:5]=[CH:4][N:3]=1.[NH2:19][C:20]1[CH:24]=[C:23]([C:25]([OH:28])([CH3:27])[CH3:26])[N:22]([CH3:29])[N:21]=1.C(=O)([O-])[O-].[K+].[K+].C1(P(C2CCCCC2)C2C(OC)=CC=C(OC)C=2C2C(C(C)C)=CC(C(C)C)=CC=2C(C)C)CCCCC1.C(=O)([O-])O.[Na+], predict the reaction product. The product is: [OH:28][C:25]([C:23]1[N:22]([CH3:29])[N:21]=[C:20]([NH:19][C:2]2[CH:7]=[C:6]([N:8]3[CH2:12][CH2:11][C:10]([CH:15]([CH3:16])[CH3:17])([C:13]#[N:14])[C:9]3=[O:18])[CH:5]=[CH:4][N:3]=2)[CH:24]=1)([CH3:27])[CH3:26]. (4) Given the reactants [O:1]1[C:10]2[C:5](=[CH:6][CH:7]=[C:8]([OH:11])[CH:9]=2)[CH2:4][CH2:3][CH2:2]1.C([Mg]Cl)(C)C.[C:17]1([CH:23]([C:35]2[CH:40]=[CH:39][CH:38]=[CH:37][CH:36]=2)[N:24]2[C:32]3[C:27](=[CH:28][CH:29]=[CH:30][CH:31]=3)[C:26](=[O:33])[C:25]2=[O:34])[CH:22]=[CH:21][CH:20]=[CH:19][CH:18]=1, predict the reaction product. The product is: [C:35]1([CH:23]([C:17]2[CH:22]=[CH:21][CH:20]=[CH:19][CH:18]=2)[N:24]2[C:32]3[C:27](=[CH:28][CH:29]=[CH:30][CH:31]=3)[C:26]([OH:33])([C:7]3[CH:6]=[C:5]4[C:10](=[CH:9][C:8]=3[OH:11])[O:1][CH2:2][CH2:3][CH2:4]4)[C:25]2=[O:34])[CH:36]=[CH:37][CH:38]=[CH:39][CH:40]=1. (5) Given the reactants [H-].[Na+].[NH2:3][C:4]1[N:9]=[C:8]2[N:10]([CH2:22][CH3:23])[C:11]([C:13]([N:15]([CH:19]3[CH2:21][CH2:20]3)[CH:16]3[CH2:18][CH2:17]3)=[O:14])=[CH:12][C:7]2=[C:6]2[N:24]([CH3:27])[CH:25]=[N:26][C:5]=12.[CH3:28][O:29][CH:30]([O:39][CH3:40])[C:31](=[O:38])[CH:32]=[C:33](SC)[S:34][CH3:35], predict the reaction product. The product is: [CH:16]1([N:15]([CH:19]2[CH2:21][CH2:20]2)[C:13]([C:11]2[N:10]([CH2:22][CH3:23])[C:8]3=[N:9][C:4]([NH:3]/[C:33](/[S:34][CH3:35])=[CH:32]/[C:31](=[O:38])[CH:30]([O:29][CH3:28])[O:39][CH3:40])=[C:5]4[N:26]=[CH:25][N:24]([CH3:27])[C:6]4=[C:7]3[CH:12]=2)=[O:14])[CH2:18][CH2:17]1. (6) Given the reactants C(N(CC)CC)C.[CH:8]([C:10]1[C:18]2[C:13](=[CH:14][CH:15]=[CH:16][CH:17]=2)[N:12](C(OC(C)(C)C)=O)[CH:11]=1)=[O:9].[CH3:26][O:27][C:28]1[CH:29]=[C:30]([CH:42]=[C:43]([O:45][CH3:46])[CH:44]=1)[N:31]=[CH:32][C:33]1[CH:41]=[C:36]2[CH:37]=[CH:38][CH:39]=[CH:40][N:35]2[N:34]=1, predict the reaction product. The product is: [CH3:46][O:45][C:43]1[CH:42]=[C:30]([NH:31][CH:32]([C:33]2[CH:41]=[C:36]3[CH:37]=[CH:38][CH:39]=[CH:40][N:35]3[N:34]=2)[C:8]([C:10]2[C:18]3[C:13](=[CH:14][CH:15]=[CH:16][CH:17]=3)[NH:12][CH:11]=2)=[O:9])[CH:29]=[C:28]([O:27][CH3:26])[CH:44]=1. (7) Given the reactants C(OC([N:8]([CH2:18][C@H:19]1[CH2:28][CH2:27][C:26]2[C:21](=[CH:22][CH:23]=[C:24]([S:29]([C:32]3[CH:33]=[C:34]([CH:39]=[CH:40][CH:41]=3)[C:35]([O:37]C)=[O:36])(=[O:31])=[O:30])[CH:25]=2)[O:20]1)[CH2:9][C@H:10]([OH:17])[C:11]1[CH:12]=[N:13][CH:14]=[CH:15][CH:16]=1)=O)(C)(C)C.Cl, predict the reaction product. The product is: [OH:17][C@H:10]([C:11]1[CH:12]=[N:13][CH:14]=[CH:15][CH:16]=1)[CH2:9][NH:8][CH2:18][C@H:19]1[CH2:28][CH2:27][C:26]2[C:21](=[CH:22][CH:23]=[C:24]([S:29]([C:32]3[CH:33]=[C:34]([CH:39]=[CH:40][CH:41]=3)[C:35]([OH:37])=[O:36])(=[O:31])=[O:30])[CH:25]=2)[O:20]1.